From a dataset of Buchwald-Hartwig C-N cross coupling reaction yields with 55,370 reactions. Predict the reaction yield, written as a fraction of the theoretical maximum amount of product (1.0 means a 100% yield; for example, 0.34 means a 34% yield). The reactants are FC(F)(F)c1ccc(I)cc1.Cc1ccc(N)cc1.O=S(=O)(O[Pd]1c2ccccc2-c2ccccc2N~1)C(F)(F)F.COc1ccc(OC)c(P([C@]23C[C@H]4C[C@H](C[C@H](C4)C2)C3)[C@]23C[C@H]4C[C@H](C[C@H](C4)C2)C3)c1-c1c(C(C)C)cc(C(C)C)cc1C(C)C.CN1CCCN2CCCN=C12.CCOC(=O)c1cnoc1C. No catalyst specified. The product is Cc1ccc(Nc2ccc(C(F)(F)F)cc2)cc1. The yield is 0.347.